From a dataset of Full USPTO retrosynthesis dataset with 1.9M reactions from patents (1976-2016). Predict the reactants needed to synthesize the given product. (1) The reactants are: [Cl:1][S:2]([OH:5])(=O)=[O:3].[N:6]1([C:16]([O:18][CH3:19])=[O:17])[C:15]2[C:10](=[CH:11][CH:12]=[CH:13][CH:14]=2)[CH2:9][CH2:8][CH2:7]1.S(OCl)(=O)=O.[C:25](Cl)(Cl)(Cl)Cl. Given the product [Cl:1][S:2]([C:12]1[CH:11]=[C:10]2[C:15](=[CH:14][CH:13]=1)[N:6]([C:16]([O:18][CH2:19][CH3:25])=[O:17])[CH2:7][CH2:8][CH2:9]2)(=[O:5])=[O:3], predict the reactants needed to synthesize it. (2) Given the product [F:6][C:7]1[CH:19]=[C:18]([C:20]2[CH:21]=[N:22][N:23]([CH:25]([CH2:31][OH:32])[CH2:26][OH:27])[CH:24]=2)[C:17]2[C:16]3[C:11](=[CH:12][CH:13]=[CH:14][CH:15]=3)[C:10]([OH:37])([C:33]([F:36])([F:35])[F:34])[C:9]=2[CH:8]=1, predict the reactants needed to synthesize it. The reactants are: C(O)C.[BH4-].[Na+].[F:6][C:7]1[CH:19]=[C:18]([C:20]2[CH:21]=[N:22][N:23]([CH:25]([CH:31]=[O:32])[C:26](OCC)=[O:27])[CH:24]=2)[C:17]2[C:16]3[C:11](=[CH:12][CH:13]=[CH:14][CH:15]=3)[C:10]([OH:37])([C:33]([F:36])([F:35])[F:34])[C:9]=2[CH:8]=1. (3) Given the product [Cl:3][CH2:27][C:25]1[S:24][C:23]2[CH:29]=[CH:30][C:20]([C:19]#[C:18][C:15]3[CH:14]=[CH:13][C:12]([C:9]4[CH:10]=[CH:11][C:6]([Cl:5])=[CH:7][CH:8]=4)=[CH:17][N:16]=3)=[CH:21][C:22]=2[CH:26]=1, predict the reactants needed to synthesize it. The reactants are: S(Cl)([Cl:3])=O.[Cl:5][C:6]1[CH:11]=[CH:10][C:9]([C:12]2[CH:13]=[CH:14][C:15]([C:18]#[C:19][C:20]3[CH:30]=[CH:29][C:23]4[S:24][C:25]([CH2:27]O)=[CH:26][C:22]=4[CH:21]=3)=[N:16][CH:17]=2)=[CH:8][CH:7]=1.